This data is from Catalyst prediction with 721,799 reactions and 888 catalyst types from USPTO. The task is: Predict which catalyst facilitates the given reaction. (1) Reactant: [NH:1]1[C:9]2[C:4](=[CH:5][CH:6]=[CH:7][CH:8]=2)[C:3]([C:10](=[O:14])[CH2:11][NH:12][CH3:13])=[CH:2]1.O.[BH4-].[Na+].CC(C)=O. Product: [NH:1]1[CH:9]2[CH:4]([CH:5]=[CH:6][CH:7]=[CH:8]2)[C:3]([CH:10]([OH:14])[CH2:11][NH:12][CH3:13])=[CH:2]1. The catalyst class is: 8. (2) Reactant: O[CH2:2][C:3]1[N:8]=[C:7]([CH:9]=[O:10])[CH:6]=[CH:5][CH:4]=1.[C:11]([O:15][C:16]([CH:18]=P(C1C=CC=CC=1)(C1C=CC=CC=1)C1C=CC=CC=1)=[O:17])([CH3:14])([CH3:13])[CH3:12]. Product: [OH:10][CH2:9][C:7]1[N:8]=[C:3](/[CH:2]=[CH:18]/[C:16]([O:15][C:11]([CH3:14])([CH3:13])[CH3:12])=[O:17])[CH:4]=[CH:5][CH:6]=1.[OH:10][CH2:9][C:7]1[N:8]=[C:3](/[CH:2]=[CH:18]\[C:16]([O:15][C:11]([CH3:14])([CH3:13])[CH3:12])=[O:17])[CH:4]=[CH:5][CH:6]=1. The catalyst class is: 3. (3) Reactant: [CH3:1][O:2][C:3]1[CH:4]=[C:5]([NH:20][C:21]2[CH:26]=[C:25]([O:27][C:28]3[C:37]4[C:32](=[CH:33][CH:34]=[CH:35][CH:36]=4)[C:31]([NH:38]C(=O)OC(C)(C)C)=[CH:30][CH:29]=3)[CH:24]=[CH:23][N:22]=2)[CH:6]=[C:7]([O:9][CH2:10][CH2:11][O:12][CH2:13][CH2:14][O:15][CH2:16][CH2:17][O:18][CH3:19])[CH:8]=1.C(O)(C(F)(F)F)=O.C(=O)([O-])O.[Na+]. Product: [NH2:38][C:31]1[C:32]2[C:37](=[CH:36][CH:35]=[CH:34][CH:33]=2)[C:28]([O:27][C:25]2[CH:24]=[CH:23][N:22]=[C:21]([NH:20][C:5]3[CH:6]=[C:7]([O:9][CH2:10][CH2:11][O:12][CH2:13][CH2:14][O:15][CH2:16][CH2:17][O:18][CH3:19])[CH:8]=[C:3]([O:2][CH3:1])[CH:4]=3)[CH:26]=2)=[CH:29][CH:30]=1. The catalyst class is: 34. (4) Reactant: [O:1]([CH2:9][CH2:10][C:11]1[C:19]2[C:18]([Cl:20])=[N:17][CH:16]=[N:15][C:14]=2[N:13]([C@@H:21]2[O:36][C@H:35]([CH2:37][O:38][CH2:39][C:40]3[CH:45]=[CH:44][C:43]([Cl:46])=[CH:42][C:41]=3[Cl:47])[C@@H:24]([O:25][CH2:26][C:27]3[CH:32]=[CH:31][C:30]([Cl:33])=[CH:29][C:28]=3[Cl:34])[C@@:22]2([CH3:48])[OH:23])[CH:12]=1)[Si](C(C)(C)C)(C)C.[F-].C([N+](CCCC)(CCCC)CCCC)CCC.C(Cl)Cl. Product: [Cl:20][C:18]1[C:19]2[C:11]([CH2:10][CH2:9][OH:1])=[CH:12][N:13]([C@@H:21]3[O:36][C@H:35]([CH2:37][O:38][CH2:39][C:40]4[CH:45]=[CH:44][C:43]([Cl:46])=[CH:42][C:41]=4[Cl:47])[C@@H:24]([O:25][CH2:26][C:27]4[CH:32]=[CH:31][C:30]([Cl:33])=[CH:29][C:28]=4[Cl:34])[C@@:22]3([CH3:48])[OH:23])[C:14]=2[N:15]=[CH:16][N:17]=1. The catalyst class is: 220. (5) Reactant: [OH-].[Na+].[CH3:3][CH:4]([O:6][C:7]1[N:12]=[CH:11][C:10]([C:13]2[O:17][N:16]=[C:15]([C:18]3[CH:19]=[CH:20][CH:21]=[C:22]4[C:26]=3[NH:25][CH:24]=[C:23]4[CH2:27][CH2:28][C:29]([O:31]CC)=[O:30])[N:14]=2)=[CH:9][C:8]=1[C:34]([F:37])([F:36])[F:35])[CH3:5]. Product: [CH3:5][CH:4]([O:6][C:7]1[N:12]=[CH:11][C:10]([C:13]2[O:17][N:16]=[C:15]([C:18]3[CH:19]=[CH:20][CH:21]=[C:22]4[C:26]=3[NH:25][CH:24]=[C:23]4[CH2:27][CH2:28][C:29]([OH:31])=[O:30])[N:14]=2)=[CH:9][C:8]=1[C:34]([F:36])([F:37])[F:35])[CH3:3]. The catalyst class is: 854. (6) Reactant: [C:1]1([C:7]([C:35]2[CH:40]=[CH:39][CH:38]=[CH:37][CH:36]=2)=[N:8][C:9]2[CH:14]=[CH:13][CH:12]=[C:11]([C:15]3[C:19]([C:20]4[CH:25]=[CH:24][N:23]=[CH:22][CH:21]=4)=[CH:18][N:17]([CH2:26][C:27]4[CH:32]=[CH:31][C:30]([O:33][CH3:34])=[CH:29][CH:28]=4)[N:16]=3)[CH:10]=2)[CH:6]=[CH:5][CH:4]=[CH:3][CH:2]=1.ClC1C=CC=C(C(OO)=[O:49])C=1. Product: [C:35]1([C:7]([C:1]2[CH:2]=[CH:3][CH:4]=[CH:5][CH:6]=2)=[N:8][C:9]2[CH:14]=[CH:13][CH:12]=[C:11]([C:15]3[C:19]([C:20]4[CH:25]=[CH:24][N+:23]([O-:49])=[CH:22][CH:21]=4)=[CH:18][N:17]([CH2:26][C:27]4[CH:28]=[CH:29][C:30]([O:33][CH3:34])=[CH:31][CH:32]=4)[N:16]=3)[CH:10]=2)[CH:36]=[CH:37][CH:38]=[CH:39][CH:40]=1. The catalyst class is: 216.